This data is from CYP2C19 inhibition data for predicting drug metabolism from PubChem BioAssay. The task is: Regression/Classification. Given a drug SMILES string, predict its absorption, distribution, metabolism, or excretion properties. Task type varies by dataset: regression for continuous measurements (e.g., permeability, clearance, half-life) or binary classification for categorical outcomes (e.g., BBB penetration, CYP inhibition). Dataset: cyp2c19_veith. (1) The molecule is COc1ccc2[nH]cc(CCNc3cc(-c4cccc(C#N)c4)ncn3)c2c1. The result is 1 (inhibitor). (2) The molecule is COC(=O)[C@@]1(Cc2ccccc2)[C@H]2c3cc(C(=O)N4CCCC4)n(C)c3C[C@H]2CN1C(=O)c1ccccc1. The result is 1 (inhibitor). (3) The compound is O=C(Oc1ccccc1)N1CCC2(CC1)CCN(C(c1ccccc1)c1ccccc1)CC2. The result is 0 (non-inhibitor). (4) The molecule is Cc1ccc(C(=O)c2oc3nc(C)cc(C)c3c2N)cc1. The result is 1 (inhibitor). (5) The result is 0 (non-inhibitor). The compound is O=C(O)[C@H]1C[C@H](C(=O)O)N1. (6) The drug is O=C(CCN1CCOCC1)Nc1ccc(F)cc1F. The result is 0 (non-inhibitor). (7) The compound is O=C(C/C=N/OCc1ccc(Cl)cc1Cl)c1ccc(Cl)cc1. The result is 1 (inhibitor). (8) The drug is NC[C@@H]1O[C@@H](O[C@@H]2[C@H](CO)O[C@@H](O[C@H]3[C@H](O[C@@H]4O[C@@H](CO)[C@H](O)[C@H](O)[C@@H]4N)[C@@H](N)C[C@@H](N)[C@H]3O)[C@@H]2O)[C@H](N)[C@H](O)[C@@H]1O. The result is 0 (non-inhibitor).